From a dataset of Full USPTO retrosynthesis dataset with 1.9M reactions from patents (1976-2016). Predict the reactants needed to synthesize the given product. (1) Given the product [C:16]([C:20]1[CH:21]=[CH:22][C:23](/[C:26](/[C:42]2[CH:47]=[CH:46][C:45]([C:48]#[C:49][CH2:50][N:51]3[CH:56]=[CH:2][CH:1]=[N:4]3)=[CH:44][CH:43]=2)=[CH:27]/[CH2:28][O:29][C:30]2[CH:40]=[CH:39][C:33]([O:34][CH2:35][C:36]([O:57][CH3:58])=[O:38])=[C:32]([CH3:41])[CH:31]=2)=[CH:24][CH:25]=1)([CH3:19])([CH3:18])[CH3:17], predict the reactants needed to synthesize it. The reactants are: [CH2:1]([N:4]1C=CC=N1)[C:2]#C.C(NC(C)C)(C)C.[C:16]([C:20]1[CH:25]=[CH:24][C:23](/[C:26](/[C:42]2[CH:47]=[CH:46][C:45]([C:48]#[C:49][CH2:50][N:51]3[CH2:56]COCC3)=[CH:44][CH:43]=2)=[CH:27]/[CH2:28][O:29][C:30]2[CH:40]=[CH:39][C:33]([O:34][CH2:35][C:36]([OH:38])=O)=[C:32]([CH3:41])[CH:31]=2)=[CH:22][CH:21]=1)([CH3:19])([CH3:18])[CH3:17].[O:57]1CCC[CH2:58]1. (2) Given the product [Cl:1][C:2]1[C:3]([NH:37][CH:38]2[CH:43]3[CH2:42][CH2:41][CH:40]([CH2:45][CH2:44]3)[CH:39]2[C:46]([O:48][CH3:49])=[O:47])=[N:4][C:5]([C:8]2[C:16]3[C:11](=[N:12][CH:13]=[C:14]([F:17])[CH:15]=3)[NH:10][N:9]=2)=[N:6][CH:7]=1, predict the reactants needed to synthesize it. The reactants are: [Cl:1][C:2]1[C:3]([NH:37][CH:38]2[CH:43]3[CH2:44][CH2:45][CH:40]([CH2:41][CH2:42]3)[CH:39]2[C:46]([O:48][CH3:49])=[O:47])=[N:4][C:5]([C:8]2[C:16]3[C:11](=[N:12][CH:13]=[C:14]([F:17])[CH:15]=3)[N:10](C(C3C=CC=CC=3)(C3C=CC=CC=3)C3C=CC=CC=3)[N:9]=2)=[N:6][CH:7]=1.[SiH](CC)(CC)CC.FC(F)(F)C(O)=O. (3) The reactants are: Br[C:2]1[CH:7]=[C:6]([C:8]([CH3:11])([CH3:10])[CH3:9])[CH:5]=[C:4]([Br:12])[CH:3]=1.[CH2:13]=[C:14](B(O)O)[CH3:15].C([O-])([O-])=O.[K+].[K+].O. Given the product [Br:12][C:4]1[CH:3]=[C:2]([C:14]([CH3:15])=[CH2:13])[CH:7]=[C:6]([C:8]([CH3:11])([CH3:10])[CH3:9])[CH:5]=1, predict the reactants needed to synthesize it. (4) Given the product [C:23]([O:14][C:12]1[CH2:13][CH:8]([C:3]2[CH:4]=[CH:5][CH:6]=[CH:7][C:2]=2[Br:1])[CH2:9][C:10](=[O:15])[CH:11]=1)(=[O:25])[CH3:24], predict the reactants needed to synthesize it. The reactants are: [Br:1][C:2]1[CH:7]=[CH:6][CH:5]=[CH:4][C:3]=1[CH:8]1[CH2:13][C:12](=[O:14])[CH:11]=[C:10]([OH:15])[CH2:9]1.C(N(CC)CC)C.[C:23](Cl)(=[O:25])[CH3:24]. (5) The reactants are: [Br:1][C:2]1[C:3]([F:12])=[C:4]2[C:10]([NH2:11])=[CH:9][NH:8][C:5]2=[N:6][CH:7]=1.[CH2:13]([CH:15]([CH2:19][CH3:20])[C:16](Cl)=[O:17])[CH3:14].[Li+].[OH-].O. Given the product [Br:1][C:2]1[C:3]([F:12])=[C:4]2[C:10]([NH:11][C:16](=[O:17])[CH:15]([CH2:19][CH3:20])[CH2:13][CH3:14])=[CH:9][NH:8][C:5]2=[N:6][CH:7]=1, predict the reactants needed to synthesize it. (6) Given the product [C:4]([O:3][C:1](=[O:2])[N:8]([CH:9]1[CH2:14][CH2:13][CH:12]([NH:15][CH2:16][C:17]2[CH:18]=[C:19]([C:30]3[CH:31]=[N:32][CH:33]=[CH:34][CH:35]=3)[CH:20]=[CH:21][C:22]=2[O:23][CH3:24])[CH2:11][CH2:10]1)[CH3:28])([CH3:7])([CH3:6])[CH3:5], predict the reactants needed to synthesize it. The reactants are: [C:1]([N:8]([CH3:28])[CH:9]1[CH2:14][CH2:13][CH:12]([NH:15][CH2:16][C:17]2[CH:18]=[C:19](B(O)O)[CH:20]=[CH:21][C:22]=2[O:23][CH3:24])[CH2:11][CH2:10]1)([O:3][C:4]([CH3:7])([CH3:6])[CH3:5])=[O:2].Br[C:30]1[CH:31]=[N:32][CH:33]=[CH:34][CH:35]=1. (7) Given the product [C:33]([NH:1][C:2]1[CH:3]=[CH:4][C:5]2[N:11]3[N:12]=[C:13]([C:18]4[CH:23]=[CH:22][C:21]([O:24][C:25]5[CH:30]=[CH:29][CH:28]=[CH:27][CH:26]=5)=[CH:20][CH:19]=4)[C:14]([C:15]([NH2:17])=[O:16])=[C:10]3[NH:9][C:8](=[O:31])[CH2:7][C:6]=2[CH:32]=1)(=[O:36])[CH:34]=[CH2:35], predict the reactants needed to synthesize it. The reactants are: [NH2:1][C:2]1[CH:3]=[CH:4][C:5]2[N:11]3[N:12]=[C:13]([C:18]4[CH:23]=[CH:22][C:21]([O:24][C:25]5[CH:30]=[CH:29][CH:28]=[CH:27][CH:26]=5)=[CH:20][CH:19]=4)[C:14]([C:15]([NH2:17])=[O:16])=[C:10]3[NH:9][C:8](=[O:31])[CH2:7][C:6]=2[CH:32]=1.[C:33](Cl)(=[O:36])[CH:34]=[CH2:35].